This data is from Full USPTO retrosynthesis dataset with 1.9M reactions from patents (1976-2016). The task is: Predict the reactants needed to synthesize the given product. (1) Given the product [C:1]1([C:7]2[CH:11]=[CH:10][S:9][C:8]=2[C:12](=[O:14])[CH3:13])[CH:2]=[CH:3][CH:4]=[CH:5][CH:6]=1.[C:1]1([C:7]2[CH:11]=[C:10]([C:12](=[O:14])[CH3:13])[S:9][CH:8]=2)[CH:2]=[CH:3][CH:4]=[CH:5][CH:6]=1, predict the reactants needed to synthesize it. The reactants are: [C:1]1([C:7]2[CH:11]=[CH:10][S:9][CH:8]=2)[CH:6]=[CH:5][CH:4]=[CH:3][CH:2]=1.[C:12](Cl)(=[O:14])[CH3:13].[Cl-].[Al+3].[Cl-].[Cl-]. (2) The reactants are: [OH:1][C@@H:2]([C@H:4]1[C:59](=[O:60])[N:6]2[C:7]([C:46]([O:48]CC3C=CC([N+]([O-])=O)=CC=3)=[O:47])=[C:8]([S:11][C@@H:12]3[CH2:16][N:15]([CH3:17])[C@H:14]([C:18]([N:20]4[CH2:24][CH2:23][C@H:22]([NH:25][C:26](=[O:45])[CH2:27][NH:28][C:29]([NH:31]C(OCC5C=CC([N+]([O-])=O)=CC=5)=O)=[NH:30])[CH2:21]4)=[O:19])[CH2:13]3)[C@H:9]([CH3:10])[C@H:5]12)[CH3:3]. Given the product [NH:28]([CH2:27][C:26]([NH:25][C@H:22]1[CH2:23][CH2:24][N:20]([C:18]([C@@H:14]2[CH2:13][C@H:12]([S:11][C:8]3[C@H:9]([CH3:10])[C@@H:5]4[C@@H:4]([C@H:2]([OH:1])[CH3:3])[C:59](=[O:60])[N:6]4[C:7]=3[C:46]([OH:48])=[O:47])[CH2:16][N:15]2[CH3:17])=[O:19])[CH2:21]1)=[O:45])[C:29]([NH2:31])=[NH:30], predict the reactants needed to synthesize it. (3) Given the product [Si:8]([O:7][CH2:6][C:5]1[CH:15]=[CH:16][C:2]([N:23]2[CH2:24][CH2:25][CH:20]([C:19]([F:27])([F:26])[F:18])[CH2:21][CH2:22]2)=[CH:3][CH:4]=1)([C:11]([CH3:14])([CH3:13])[CH3:12])([CH3:10])[CH3:9], predict the reactants needed to synthesize it. The reactants are: Br[C:2]1[CH:16]=[CH:15][C:5]([CH2:6][O:7][Si:8]([C:11]([CH3:14])([CH3:13])[CH3:12])([CH3:10])[CH3:9])=[CH:4][CH:3]=1.Cl.[F:18][C:19]([F:27])([F:26])[CH:20]1[CH2:25][CH2:24][NH:23][CH2:22][CH2:21]1.CC(C)([O-])C.[Na+]. (4) Given the product [CH3:1][C:2]1[C:3]([CH2:15][O:16][C:17]2[CH:22]=[CH:21][C:20]([C:23]3[C:27]([C:32]#[N:33])=[C:26]([CH3:29])[N:25]([CH3:30])[N:24]=3)=[CH:19][C:18]=2[CH3:31])=[C:4]([N:8]2[C:12](=[O:13])[N:11]([CH3:14])[N:10]=[N:9]2)[CH:5]=[CH:6][CH:7]=1, predict the reactants needed to synthesize it. The reactants are: [CH3:1][C:2]1[C:3]([CH2:15][O:16][C:17]2[CH:22]=[CH:21][C:20]([C:23]3[C:27](I)=[C:26]([CH3:29])[N:25]([CH3:30])[N:24]=3)=[CH:19][C:18]=2[CH3:31])=[C:4]([N:8]2[C:12](=[O:13])[N:11]([CH3:14])[N:10]=[N:9]2)[CH:5]=[CH:6][CH:7]=1.[CH3:32][N:33]1CCCC1=O. (5) Given the product [CH2:1]([CH:8]1[CH2:9][N:10]([C:21](=[O:22])[CH2:20][CH2:19][CH2:18][C:12]2[CH:17]=[CH:16][CH:15]=[CH:14][CH:13]=2)[CH2:11]1)[C:2]1[CH:7]=[CH:6][CH:5]=[CH:4][CH:3]=1, predict the reactants needed to synthesize it. The reactants are: [CH2:1]([CH:8]1[CH2:11][NH:10][CH2:9]1)[C:2]1[CH:7]=[CH:6][CH:5]=[CH:4][CH:3]=1.[C:12]1([CH2:18][CH2:19][CH2:20][C:21](Cl)=[O:22])[CH:17]=[CH:16][CH:15]=[CH:14][CH:13]=1.C(N(CC)CC)C. (6) Given the product [CH3:44][C:45]1[S:46][CH:47]=[C:48]([C:50]([N:34]2[CH2:35][CH2:36][C:30]3([CH2:29][CH2:28][N:27]([C:37]([O:39][C:40]([CH3:43])([CH3:42])[CH3:41])=[O:38])[CH2:26][CH2:25]3)[O:31][CH2:32][CH2:33]2)=[O:51])[N:49]=1, predict the reactants needed to synthesize it. The reactants are: CN(C(ON1N=NC2C=CC=NC1=2)=[N+](C)C)C.F[P-](F)(F)(F)(F)F.[CH2:25]1[C:30]2([CH2:36][CH2:35][NH:34][CH2:33][CH2:32][O:31]2)[CH2:29][CH2:28][N:27]([C:37]([O:39][C:40]([CH3:43])([CH3:42])[CH3:41])=[O:38])[CH2:26]1.[CH3:44][C:45]1[S:46][CH:47]=[C:48]([C:50](O)=[O:51])[N:49]=1.C(N(CC)CC)C.